Predict the product of the given reaction. From a dataset of Forward reaction prediction with 1.9M reactions from USPTO patents (1976-2016). (1) The product is: [Cl:1][C:2]1[C:3](/[C:9](=[N:24]/[O:25][CH:33]([CH3:35])[CH3:34])/[CH2:10][NH:11][C:12](=[O:23])[C:13]2[CH:18]=[CH:17][CH:16]=[CH:15][C:14]=2[C:19]([F:20])([F:22])[F:21])=[N:4][CH:5]=[C:6]([Cl:8])[CH:7]=1. Given the reactants [Cl:1][C:2]1[C:3]([C:9](=[N:24][OH:25])[CH2:10][NH:11][C:12](=[O:23])[C:13]2[CH:18]=[CH:17][CH:16]=[CH:15][C:14]=2[C:19]([F:22])([F:21])[F:20])=[N:4][CH:5]=[C:6]([Cl:8])[CH:7]=1.C(=O)([O-])[O-].[K+].[K+].I[CH:33]([CH3:35])[CH3:34].O, predict the reaction product. (2) Given the reactants C([O:3][C:4]([CH2:6][CH2:7][CH2:8][O:9][C:10]1[C:11]([Se:24][C:25]2[CH:35]=[CH:34][C:28]([C:29]([O:31]CC)=[O:30])=[CH:27][N:26]=2)=[CH:12][C:13]2[C:14]([CH3:23])([CH3:22])[CH2:15][CH2:16][C:17]([CH3:21])([CH3:20])[C:18]=2[CH:19]=1)=[O:5])C.[OH-].[Na+], predict the reaction product. The product is: [C:4]([CH2:6][CH2:7][CH2:8][O:9][C:10]1[C:11]([Se:24][C:25]2[CH:35]=[CH:34][C:28]([C:29]([OH:31])=[O:30])=[CH:27][N:26]=2)=[CH:12][C:13]2[C:14]([CH3:23])([CH3:22])[CH2:15][CH2:16][C:17]([CH3:21])([CH3:20])[C:18]=2[CH:19]=1)([OH:5])=[O:3]. (3) Given the reactants [CH2:1]([O:3][C:4](=[O:32])[CH2:5][O:6][C:7]1[CH:12]=[C:11]([CH:13]([CH3:15])[CH3:14])[CH:10]=[CH:9][C:8]=1[CH2:16][CH2:17][NH:18][S:19]([C:22]1[CH:27]=[C:26]([C:28]#[N:29])[CH:25]=[CH:24][C:23]=1[O:30]C)(=[O:21])=[O:20])[CH3:2].[Cl-].[Li+], predict the reaction product. The product is: [CH2:1]([O:3][C:4](=[O:32])[CH2:5][O:6][C:7]1[CH:12]=[C:11]([CH:13]([CH3:14])[CH3:15])[CH:10]=[CH:9][C:8]=1[CH2:16][CH2:17][NH:18][S:19]([C:22]1[CH:27]=[C:26]([C:28]#[N:29])[CH:25]=[CH:24][C:23]=1[OH:30])(=[O:20])=[O:21])[CH3:2]. (4) The product is: [CH3:1][O:2][CH2:3][C:4]1[C:9]([CH3:18])=[CH:8][CH:7]=[CH:6][C:5]=1[N:11]1[C:15](=[O:16])[N:14]([CH3:17])[N:13]=[N:12]1. Given the reactants [CH3:1][O:2][CH2:3][C:4]1[C:9](Br)=[CH:8][CH:7]=[CH:6][C:5]=1[N:11]1[C:15](=[O:16])[N:14]([CH3:17])[N:13]=[N:12]1.[CH3:18]B(O)O.[F-].[Cs+], predict the reaction product. (5) Given the reactants Br[C:2]1[S:3][CH:4]=[C:5]([Br:7])[N:6]=1.[Li]CCCC.[C:13](N1CCOCC1)(=[O:15])[CH3:14], predict the reaction product. The product is: [Br:7][C:5]1[N:6]=[C:2]([C:13](=[O:15])[CH3:14])[S:3][CH:4]=1. (6) Given the reactants [C-:1]#[N:2].[K+].Cl[CH2:5][C:6]([CH3:31])([OH:30])[CH2:7][N:8]1[CH:12]=[C:11]([C:13]2[CH:18]=[C:17]([CH3:19])[CH:16]=[C:15]([NH:20][C:21]3[CH:26]=[C:25]([CH:27]([F:29])[F:28])[CH:24]=[CH:23][N:22]=3)[N:14]=2)[N:10]=[N:9]1.[I-].[Na+], predict the reaction product. The product is: [F:28][CH:27]([F:29])[C:25]1[CH:24]=[CH:23][N:22]=[C:21]([NH:20][C:15]2[N:14]=[C:13]([C:11]3[N:10]=[N:9][N:8]([CH2:7][C:6]([OH:30])([CH3:31])[CH2:5][C:1]#[N:2])[CH:12]=3)[CH:18]=[C:17]([CH3:19])[CH:16]=2)[CH:26]=1.